Task: Predict the reaction yield, written as a fraction of the theoretical maximum amount of product (1.0 means a 100% yield; for example, 0.34 means a 34% yield).. Dataset: Reaction yield outcomes from USPTO patents with 853,638 reactions (1) The reactants are [F:1][C:2]1[CH:10]=[C:9]2[C:5]([C:6](B3OC(C)(C)C(C)(C)O3)=[CH:7][N:8]2[C:11]([O-:13])=[O:12])=[CH:4][CH:3]=1.Br[C:24]1[CH:25]=[C:26]2[O:32][C:31](=[O:33])[NH:30][C:27]2=[N:28][CH:29]=1.C([O-])([O-])=O.[K+].[K+]. The catalyst is O1CCOCC1.O.CCOC(C)=O.C1C=CC(P(C2C=CC=CC=2)[C-]2C=CC=C2)=CC=1.C1C=CC(P(C2C=CC=CC=2)[C-]2C=CC=C2)=CC=1.Cl[Pd]Cl.[Fe+2]. The product is [F:1][C:2]1[CH:10]=[C:9]2[C:5]([C:6]([C:24]3[CH:25]=[C:26]4[O:32][C:31](=[O:33])[NH:30][C:27]4=[N:28][CH:29]=3)=[CH:7][N:8]2[C:11]([O:13][C:5]([CH3:9])([CH3:6])[CH3:4])=[O:12])=[CH:4][CH:3]=1. The yield is 0.280. (2) The reactants are [I:1][C:2]1[CH:3]=[C:4]2[C:8](=[CH:9][CH:10]=1)[NH:7][N:6]=[C:5]2[C:11]([N:13]([O:15][CH3:16])[CH3:14])=[O:12].[O:17]1[CH:22]=[CH:21][CH2:20][CH2:19][CH2:18]1.C([O-])(O)=O.[Na+]. The catalyst is C(Cl)Cl.CC1C=CC(S([O-])(=O)=O)=CC=1.C1C=C[NH+]=CC=1. The product is [I:1][C:2]1[CH:3]=[C:4]2[C:8](=[CH:9][CH:10]=1)[N:7]([CH:18]1[CH2:19][CH2:20][CH2:21][CH2:22][O:17]1)[N:6]=[C:5]2[C:11]([N:13]([O:15][CH3:16])[CH3:14])=[O:12]. The yield is 0.920. (3) The reactants are [Cl:1][C:2]1[CH:9]=[CH:8][C:5]([CH:6]=O)=[CH:4][CH:3]=1.[C:10]([NH:13][NH2:14])([NH2:12])=[NH:11].Cl. No catalyst specified. The product is [ClH:1].[Cl:1][C:2]1[CH:9]=[CH:8][C:5]([CH:6]=[N:14][NH:13][C:10]([NH2:12])=[NH:11])=[CH:4][CH:3]=1. The yield is 0.820. (4) The reactants are [NH2:1][C:2]1[N:7]=[C:6](Cl)[C:5]([CH2:9][CH:10]=O)=[C:4]([Cl:12])[N:3]=1.[C:13]([NH2:17])([CH3:16])([CH3:15])[CH3:14].C(N(CC)CC)C. The catalyst is C(O)CCC. The product is [C:13]([N:17]1[C:6]2[N:7]=[C:2]([NH2:1])[N:3]=[C:4]([Cl:12])[C:5]=2[CH:9]=[CH:10]1)([CH3:16])([CH3:15])[CH3:14]. The yield is 0.620. (5) The reactants are C(OC(=O)[NH:10][C:11]1[CH:16]=[C:15]([Br:17])[CH:14]=[C:13]([C:18]2[O:19][C:20]3[CH:26]=[CH:25][CH:24]=[CH:23][C:21]=3[N:22]=2)[CH:12]=1)C1C=CC=CC=1.B(F)(F)F.CCOCC.CSC. The catalyst is C(Cl)(Cl)Cl. The product is [O:19]1[C:20]2[CH:26]=[CH:25][CH:24]=[CH:23][C:21]=2[N:22]=[C:18]1[C:13]1[CH:12]=[C:11]([NH2:10])[CH:16]=[C:15]([Br:17])[CH:14]=1. The yield is 0.920. (6) The reactants are [NH2:1][C:2]1[CH:22]=[CH:21][C:5]([O:6][C:7]2[N:12]=[CH:11][N:10]=[C:9]([NH:13][C:14]([N:16]3[CH2:20][CH2:19][CH2:18][CH2:17]3)=[O:15])[CH:8]=2)=[C:4]([F:23])[CH:3]=1.[CH2:24]([O:26][CH:27](O)[C:28]([F:31])([F:30])[F:29])[CH3:25].O.C1(C)C=CC(S(O)(=O)=O)=CC=1. The catalyst is C(O)C. The product is [CH2:24]([O:26][CH:27]([NH:1][C:2]1[CH:22]=[CH:21][C:5]([O:6][C:7]2[N:12]=[CH:11][N:10]=[C:9]([NH:13][C:14]([N:16]3[CH2:20][CH2:19][CH2:18][CH2:17]3)=[O:15])[CH:8]=2)=[C:4]([F:23])[CH:3]=1)[C:28]([F:31])([F:30])[F:29])[CH3:25]. The yield is 0.990.